From a dataset of CYP1A2 inhibition data for predicting drug metabolism from PubChem BioAssay. Regression/Classification. Given a drug SMILES string, predict its absorption, distribution, metabolism, or excretion properties. Task type varies by dataset: regression for continuous measurements (e.g., permeability, clearance, half-life) or binary classification for categorical outcomes (e.g., BBB penetration, CYP inhibition). Dataset: cyp1a2_veith. (1) The molecule is CC(=O)c1cccc(NS(=O)(=O)c2ccc(N/C=C\C(=O)c3ccc(F)cc3)cc2)c1. The result is 1 (inhibitor). (2) The molecule is COc1ccc(C)cc1NC1=C(Cl)C(=O)N(C2CCCCC2)C1=O. The result is 1 (inhibitor). (3) The drug is CCCS(=O)(=O)N1CCCC(C(=O)NCCCN2CCN(c3ccc(F)cc3)CC2)C1. The result is 0 (non-inhibitor). (4) The compound is Cc1cccc(C(=O)NN(C)c2nc(-c3ccccc3)nnc2C(F)(F)F)c1. The result is 0 (non-inhibitor). (5) The compound is CC(=O)NCCNc1ncnc2ccc(-c3c(C)noc3C)cc12. The result is 1 (inhibitor). (6) The compound is Cc1ccccc1N=C(N)Nc1ccccc1C. The result is 0 (non-inhibitor).